From a dataset of NCI-60 drug combinations with 297,098 pairs across 59 cell lines. Regression. Given two drug SMILES strings and cell line genomic features, predict the synergy score measuring deviation from expected non-interaction effect. Drug 1: CC1OCC2C(O1)C(C(C(O2)OC3C4COC(=O)C4C(C5=CC6=C(C=C35)OCO6)C7=CC(=C(C(=C7)OC)O)OC)O)O. Drug 2: CCN(CC)CCNC(=O)C1=C(NC(=C1C)C=C2C3=C(C=CC(=C3)F)NC2=O)C. Cell line: PC-3. Synergy scores: CSS=21.1, Synergy_ZIP=0.624, Synergy_Bliss=0.877, Synergy_Loewe=-0.733, Synergy_HSA=0.724.